From a dataset of hERG potassium channel inhibition data for cardiac toxicity prediction from Karim et al.. Regression/Classification. Given a drug SMILES string, predict its toxicity properties. Task type varies by dataset: regression for continuous values (e.g., LD50, hERG inhibition percentage) or binary classification for toxic/non-toxic outcomes (e.g., AMES mutagenicity, cardiotoxicity, hepatotoxicity). Dataset: herg_karim. (1) The molecule is CC(C)(C)NC(=O)C1c2ccccc2C(=O)N1Cc1ccccc1-c1ccc(F)c(F)c1. The result is 0 (non-blocker). (2) The compound is O=C(NS(=O)(=O)c1ccc(Cl)cc1)N1CCC(N2CCC(Oc3ccc(Cl)c(Cl)c3)CC2)CC1. The result is 0 (non-blocker). (3) The compound is Cc1cc2ncc(C(=O)NCC(C)(C)NCC(=O)N3CCC[C@H]3C#N)cn2n1.Cl. The result is 0 (non-blocker). (4) The compound is C[C@H]1[C@H](/C=C/c2ccc(-c3ccccc3C#N)cn2)[C@@H]2[C@@H](C)OC(=O)[C@]2(N2CC(C(N)=O)C2)CC1(F)F. The result is 0 (non-blocker). (5) The molecule is Cc1nc2ccccc2n1C1C[C@H]2CC[C@H](C1)N2CC[C@H](NC(=O)C1CCSCC1)c1ccc(F)cc1. The result is 1 (blocker).